From a dataset of Forward reaction prediction with 1.9M reactions from USPTO patents (1976-2016). Predict the product of the given reaction. The product is: [Cl:16][C:17]1[C:22]([C:23]([NH:15][C:10]2[CH:11]=[CH:12][CH:13]=[C:14]3[C:9]=2[N:8]=[CH:7][N:6]=[C:5]3[O:4][CH:1]([CH3:3])[CH3:2])=[O:24])=[C:21]([F:26])[C:20]([CH2:27][NH:28][C:29](=[O:34])[C:30]([CH3:32])([CH3:31])[CH3:33])=[CH:19][CH:18]=1. Given the reactants [CH:1]([O:4][C:5]1[C:14]2[C:9](=[C:10]([NH2:15])[CH:11]=[CH:12][CH:13]=2)[N:8]=[CH:7][N:6]=1)([CH3:3])[CH3:2].[Cl:16][C:17]1[C:22]([C:23](O)=[O:24])=[C:21]([F:26])[C:20]([CH2:27][NH:28][C:29](=[O:34])[C:30]([CH3:33])([CH3:32])[CH3:31])=[CH:19][CH:18]=1.C(Cl)(=O)C(Cl)=O.CCN(C(C)C)C(C)C, predict the reaction product.